Dataset: Experimentally validated miRNA-target interactions with 360,000+ pairs, plus equal number of negative samples. Task: Binary Classification. Given a miRNA mature sequence and a target amino acid sequence, predict their likelihood of interaction. The miRNA is hsa-miR-548v with sequence AGCUACAGUUACUUUUGCACCA. The protein sequence of the target gene is MAVTVEEAPWLGWIVAKALMRFAFMVANNLVAIPSYICYVIILQPLRVLDSKRFWYIEGLMYKWLLGMVASWGWYAGYTVMEWGEDIKAIAKDEAVMLVNHQATGDVCTLMMCLQDKGPVVAQMMWLMDHIFKYTNFGIVSLIHGDFFIRQGRAYRDQQLLVLKKHLEHNYRSRDRKWIVLFPEGGFLRKRRETSQAFAKKNNLPFLTHVTLPRFGATNIILKALVARQENGSPAGGDARGLECKSRGLQWIIDTTIAYPKAEPIDIQTWILGYRKPTVTHVHYRIFPIGDVPLETEDLT.... Result: 0 (no interaction).